From a dataset of Merck oncology drug combination screen with 23,052 pairs across 39 cell lines. Regression. Given two drug SMILES strings and cell line genomic features, predict the synergy score measuring deviation from expected non-interaction effect. Drug 1: CN(Cc1cnc2nc(N)nc(N)c2n1)c1ccc(C(=O)NC(CCC(=O)O)C(=O)O)cc1. Drug 2: NC(=O)c1cccc2cn(-c3ccc(C4CCCNC4)cc3)nc12. Synergy scores: synergy=-8.31. Cell line: UACC62.